From a dataset of Full USPTO retrosynthesis dataset with 1.9M reactions from patents (1976-2016). Predict the reactants needed to synthesize the given product. (1) Given the product [CH3:44][O:43][C:38]1[CH:39]=[CH:40][CH:41]=[CH:42][C:37]=1[CH2:36][O:35][CH2:34][CH2:33][CH2:32][O:31][C:28]1[CH:27]=[CH:26][C:25]([CH:24]2[CH2:23][CH2:22][NH:21][CH2:20][CH:19]2[O:18][CH2:17][C:3]2[CH:2]=[C:10]3[C:6]([C:7]([CH3:16])=[CH:8][N:9]3[CH2:11][CH2:12][CH2:13][O:14][CH3:15])=[CH:5][CH:4]=2)=[CH:30][CH:29]=1, predict the reactants needed to synthesize it. The reactants are: Br[C:2]1[C:3]([CH2:17][O:18][CH:19]2[CH:24]([C:25]3[CH:30]=[CH:29][C:28]([O:31][CH2:32][CH2:33][CH2:34][O:35][CH2:36][C:37]4[CH:42]=[CH:41][CH:40]=[CH:39][C:38]=4[O:43][CH3:44])=[CH:27][CH:26]=3)[CH2:23][CH2:22][N:21](C(OCC3C=CC=CC=3)=O)[CH2:20]2)=[CH:4][CH:5]=[C:6]2[C:10]=1[N:9]([CH2:11][CH2:12][CH2:13][O:14][CH3:15])[CH:8]=[C:7]2[CH3:16].C(N(CC)CC)C. (2) Given the product [NH2:19][NH:20][C:10]([C:8]1[S:7][C:6]2[CH:14]=[CH:15][C:3]([C:2]([F:17])([F:16])[F:1])=[CH:4][C:5]=2[CH:9]=1)=[O:11], predict the reactants needed to synthesize it. The reactants are: [F:1][C:2]([F:17])([F:16])[C:3]1[CH:15]=[CH:14][C:6]2[S:7][C:8]([C:10](OC)=[O:11])=[CH:9][C:5]=2[CH:4]=1.O.[NH2:19][NH2:20]. (3) Given the product [CH2:1]([C:8]1[CH:13]=[C:12]([O:14][CH3:15])[C:11]([B:19]2[O:23][C:22]([CH3:25])([CH3:24])[C:21]([CH3:27])([CH3:26])[O:20]2)=[CH:10][C:9]=1[OH:17])[C:2]1[CH:3]=[CH:4][CH:5]=[CH:6][CH:7]=1, predict the reactants needed to synthesize it. The reactants are: [CH2:1]([C:8]1[CH:13]=[C:12]([O:14][CH3:15])[C:11](Br)=[CH:10][C:9]=1[O:17]C)[C:2]1[CH:7]=[CH:6][CH:5]=[CH:4][CH:3]=1.[B:19]1([B:19]2[O:23][C:22]([CH3:25])([CH3:24])[C:21]([CH3:27])([CH3:26])[O:20]2)[O:23][C:22]([CH3:25])([CH3:24])[C:21]([CH3:27])([CH3:26])[O:20]1. (4) Given the product [Cl:24][C:21]1[CH:20]=[CH:19][C:18]([N:16]2[C:15](=[O:25])[CH2:14][CH:13]([NH:12][C:5](=[O:7])[C:4]3[CH:8]=[C:9]([F:11])[CH:10]=[C:2]([F:1])[CH:3]=3)[CH2:17]2)=[CH:23][CH:22]=1, predict the reactants needed to synthesize it. The reactants are: [F:1][C:2]1[CH:3]=[C:4]([CH:8]=[C:9]([F:11])[CH:10]=1)[C:5]([OH:7])=O.[NH2:12][CH:13]1[CH2:17][N:16]([C:18]2[CH:23]=[CH:22][C:21]([Cl:24])=[CH:20][CH:19]=2)[C:15](=[O:25])[CH2:14]1.Cl.CN(C)CCCN=C=NCC. (5) Given the product [CH:17]([O:16][CH2:15][C@H:4]([O:3][C:34]1[N:33]=[CH:32][N:31]=[C:30]2[N:26]([C:22]3[N:21]([CH3:20])[CH:25]=[CH:24][N:23]=3)[N:27]=[CH:28][C:29]=12)[C:5]([NH:7][C:8]1[CH:13]=[CH:12][C:11]([CH3:14])=[CH:10][N:9]=1)=[O:6])([CH3:19])[CH3:18], predict the reactants needed to synthesize it. The reactants are: [H-].[Na+].[OH:3][C@@H:4]([CH2:15][O:16][CH:17]([CH3:19])[CH3:18])[C:5]([NH:7][C:8]1[CH:13]=[CH:12][C:11]([CH3:14])=[CH:10][N:9]=1)=[O:6].[CH3:20][N:21]1[CH:25]=[CH:24][N:23]=[C:22]1[N:26]1[C:30]2=[N:31][CH:32]=[N:33][C:34](OC3C=CC=CC=3)=[C:29]2[CH:28]=[N:27]1. (6) The reactants are: N[C:2]1[S:3][C:4]([CH3:10])=[C:5]([CH3:9])[C:6]=1C#N.[C:11]([NH:13][C:14]([NH2:16])=[NH:15])#[N:12].Cl.[OH-].[Na+]. Given the product [CH3:9][C:5]1[C:6]2[C:11]([NH2:12])=[N:13][C:14]([NH2:16])=[N:15][C:2]=2[S:3][C:4]=1[CH3:10], predict the reactants needed to synthesize it.